From a dataset of Catalyst prediction with 721,799 reactions and 888 catalyst types from USPTO. Predict which catalyst facilitates the given reaction. (1) Reactant: C[O:2][C:3]([C:5]1[C:6]([C:11]2[CH:16]=[CH:15][C:14]([C:17]3[O:21][N:20]=[C:19]([CH3:22])[C:18]=3[NH:23][C:24]([O:26][CH:27]([C:29]3[CH:34]=[CH:33][CH:32]=[CH:31][C:30]=3[Cl:35])[CH3:28])=[O:25])=[CH:13][CH:12]=2)=[CH:7][CH:8]=[CH:9][CH:10]=1)=[O:4].[Li+].[OH-]. Product: [Cl:35][C:30]1[CH:31]=[CH:32][CH:33]=[CH:34][C:29]=1[CH:27]([O:26][C:24]([NH:23][C:18]1[C:19]([CH3:22])=[N:20][O:21][C:17]=1[C:14]1[CH:15]=[CH:16][C:11]([C:6]2[C:5]([C:3]([OH:4])=[O:2])=[CH:10][CH:9]=[CH:8][CH:7]=2)=[CH:12][CH:13]=1)=[O:25])[CH3:28]. The catalyst class is: 5. (2) Reactant: [NH2:1][C:2]1[CH:7]=[CH:6][N:5]=[C:4]([NH:8][CH2:9][CH2:10][CH2:11][O:12][C:13]2[CH:29]=[CH:28][C:16]3[CH2:17][C@H:18]([CH2:23][C:24]([O:26]C)=[O:25])[C:19](=[O:22])[NH:20][CH2:21][C:15]=3[CH:14]=2)[CH:3]=1.N1C=CC=CC=1NCCCOC1C=CC2CC(CC(OCC)=O)C(=O)NCC=2C=1.CO.Cl. Product: [NH2:1][C:2]1[CH:7]=[CH:6][N:5]=[C:4]([NH:8][CH2:9][CH2:10][CH2:11][O:12][C:13]2[CH:29]=[CH:28][C:16]3[CH2:17][C@H:18]([CH2:23][C:24]([OH:26])=[O:25])[C:19](=[O:22])[NH:20][CH2:21][C:15]=3[CH:14]=2)[CH:3]=1. The catalyst class is: 6. (3) Reactant: Br[C:2]1[CH:3]=[C:4]([C:8]([CH3:12])([CH3:11])[C:9]#[N:10])[CH:5]=[CH:6][CH:7]=1.[B:13](OC(C)C)([O:18]C(C)C)[O:14]C(C)C.C([Li])(C)(C)C. Product: [C:9]([C:8]([CH3:12])([CH3:11])[C:4]1[CH:3]=[C:2]([B:13]([OH:18])[OH:14])[CH:7]=[CH:6][CH:5]=1)#[N:10]. The catalyst class is: 247. (4) Reactant: N#N.[CH3:3][O:4][C:5]1[CH:51]=[C:50]([O:52][CH3:53])[CH:49]=[CH:48][C:6]=1[CH2:7][N:8]([C:43]1[S:47][N:46]=[CH:45][N:44]=1)[S:9]([C:12]1[C:41]([F:42])=[CH:40][C:15]2[N:16]([C@@H:20]([C:22]3[CH:27]=[CH:26][CH:25]=[CH:24][C:23]=3[C:28]3(O)[CH2:31][N:30]([C:32]([O:34][C:35]([CH3:38])([CH3:37])[CH3:36])=[O:33])[CH2:29]3)[CH3:21])[C:17](=[O:19])[O:18][C:14]=2[CH:13]=1)(=[O:11])=[O:10].CCN(S(F)(F)[F:60])CC. Product: [CH3:3][O:4][C:5]1[CH:51]=[C:50]([O:52][CH3:53])[CH:49]=[CH:48][C:6]=1[CH2:7][N:8]([C:43]1[S:47][N:46]=[CH:45][N:44]=1)[S:9]([C:12]1[C:41]([F:42])=[CH:40][C:15]2[N:16]([C@@H:20]([C:22]3[CH:27]=[CH:26][CH:25]=[CH:24][C:23]=3[C:28]3([F:60])[CH2:31][N:30]([C:32]([O:34][C:35]([CH3:38])([CH3:37])[CH3:36])=[O:33])[CH2:29]3)[CH3:21])[C:17](=[O:19])[O:18][C:14]=2[CH:13]=1)(=[O:10])=[O:11]. The catalyst class is: 2. (5) Product: [C:4]1([CH2:3][CH:2]([O:16][C:13]([CH3:14])=[O:15])[C:10]([OH:12])=[O:11])[CH:9]=[CH:8][CH:7]=[CH:6][CH:5]=1. The catalyst class is: 15. Reactant: N[C@H:2]([C:10]([OH:12])=[O:11])[CH2:3][C:4]1[CH:9]=[CH:8][CH:7]=[CH:6][CH:5]=1.[C:13]([O-:16])(=[O:15])[CH3:14].[Na+]. (6) The catalyst class is: 18. Reactant: [CH3:1][O:2][C:3](=[O:21])[CH:4]=[C:5]1[CH2:10][CH2:9][N:8]([C:11]([O:13][CH2:14][C:15]2[CH:20]=[CH:19][CH:18]=[CH:17][CH:16]=2)=[O:12])[CH2:7][CH2:6]1.N12CCCN=C1CCCCC2. Product: [CH3:1][O:2][C:3](=[O:21])[CH2:4][C:5]1[CH2:10][CH2:9][N:8]([C:11]([O:13][CH2:14][C:15]2[CH:20]=[CH:19][CH:18]=[CH:17][CH:16]=2)=[O:12])[CH2:7][CH:6]=1. (7) Reactant: [O:1]1CCCC1.B.[CH2:7]([C@@:9]12[CH2:33][CH2:32][C@@:31]([C:35]([F:38])([F:37])[F:36])([OH:34])[CH2:30][C@H:10]1[CH2:11][CH:12]=[CH:13][C:14]1[C:15]2=[CH:16][C:17]2[CH:18]=[N:19][N:20]([C:23]3[CH:28]=[CH:27][C:26]([F:29])=[CH:25][CH:24]=3)[C:21]=2[CH:22]=1)[CH3:8].[OH-].[Na+].OO. Product: [CH2:7]([C@@:9]12[CH2:33][CH2:32][C@@:31]([C:35]([F:38])([F:37])[F:36])([OH:34])[CH2:30][C@H:10]1[CH2:11][CH2:12][C@@H:13]([OH:1])[C:14]1[C:15]2=[CH:16][C:17]2[CH:18]=[N:19][N:20]([C:23]3[CH:24]=[CH:25][C:26]([F:29])=[CH:27][CH:28]=3)[C:21]=2[CH:22]=1)[CH3:8]. The catalyst class is: 1. (8) The catalyst class is: 135. Reactant: [CH3:1][N:2]1[N:6]=[N:5][C:4]([C:7]2[CH:32]=[CH:31][C:10]([O:11][CH:12]3[CH2:16][CH2:15][N:14]([CH:17]4[CH2:22][CH2:21][N:20](C(OC(C)(C)C)=O)[CH2:19][CH2:18]4)[C:13]3=[O:30])=[CH:9][CH:8]=2)=[N:3]1.[ClH:33]. Product: [ClH:33].[CH3:1][N:2]1[N:6]=[N:5][C:4]([C:7]2[CH:8]=[CH:9][C:10]([O:11][CH:12]3[CH2:16][CH2:15][N:14]([CH:17]4[CH2:18][CH2:19][NH:20][CH2:21][CH2:22]4)[C:13]3=[O:30])=[CH:31][CH:32]=2)=[N:3]1. (9) Reactant: [CH2:1]([N:5]1[C:9]([CH3:10])=[C:8]([C:11]([O:17][Si](C)(C)C)([CH3:16])[C:12]([F:15])([F:14])[F:13])[S:7]/[C:6]/1=[CH:22]\[C:23]([C:25]1[CH:30]=[C:29]([Cl:31])[CH:28]=[CH:27][C:26]=1[O:32][CH3:33])=[O:24])[CH2:2][CH2:3][CH3:4].CCCC[N+](CCCC)(CCCC)CCCC.[F-]. Product: [CH2:1]([N:5]1[C:9]([CH3:10])=[C:8]([C:11]([OH:17])([CH3:16])[C:12]([F:15])([F:14])[F:13])[S:7]/[C:6]/1=[CH:22]\[C:23]([C:25]1[CH:30]=[C:29]([Cl:31])[CH:28]=[CH:27][C:26]=1[O:32][CH3:33])=[O:24])[CH2:2][CH2:3][CH3:4]. The catalyst class is: 1.